Dataset: Forward reaction prediction with 1.9M reactions from USPTO patents (1976-2016). Task: Predict the product of the given reaction. (1) Given the reactants [CH2:1]1[CH2:15][N:14]2[CH2:16][CH2:17][CH2:18][C@H:12]3[C@@H:13]2[C@H:3]([CH2:4][N:5]2[C:10](=[O:11])[CH:9]=[CH:8][CH2:7][C@@H:6]23)[CH2:2]1.[N+:19]([CH3:22])([O-:21])=[O:20].C1CCN2C(=NCCC2)CC1.Cl, predict the reaction product. The product is: [CH2:1]1[CH2:15][N:14]2[CH2:16][CH2:17][CH2:18][C@H:12]3[C@@H:13]2[C@H:3]([CH2:4][N:5]2[C:10](=[O:11])[CH2:9][CH:8]([CH2:22][N+:19]([O-:21])=[O:20])[CH2:7][C@@H:6]23)[CH2:2]1. (2) Given the reactants [Cl:1][C:2]1[CH:13]=[CH:12][C:5]([O:6][C:7]([CH3:11])([CH3:10])[C:8]#[N:9])=[CH:4][CH:3]=1.Cl.[CH2:15]([OH:17])[CH3:16], predict the reaction product. The product is: [ClH:1].[Cl:1][C:2]1[CH:13]=[CH:12][C:5]([O:6][C:7]([CH3:10])([CH3:11])[C:8](=[NH:9])[O:17][CH2:15][CH3:16])=[CH:4][CH:3]=1. (3) The product is: [CH:33]1([N:14]2[C:15]3([CH2:22][CH2:21][NH:20][CH2:19][CH2:18]3)[C:16](=[O:17])[N:12]([CH2:11][C:10]3[CH:9]=[C:8]([CH:41]=[CH:40][CH:39]=3)[C:6]([O:5][C:1]([CH3:3])([CH3:4])[CH3:2])=[O:7])[CH2:13]2)[CH2:34][CH2:35][CH2:36][CH2:37][CH2:38]1. Given the reactants [C:1]([O:5][C:6]([C:8]1[CH:9]=[C:10]([CH:39]=[CH:40][CH:41]=1)[CH2:11][N:12]1[C:16](=[O:17])[C:15]2([CH2:22][CH2:21][N:20](C(OCC3C=CC=CC=3)=O)[CH2:19][CH2:18]2)[N:14]([CH:33]2[CH2:38][CH2:37][CH2:36][CH2:35][CH2:34]2)[CH2:13]1)=[O:7])([CH3:4])([CH3:3])[CH3:2], predict the reaction product. (4) Given the reactants ClCCl.[C:4]([C:6]1[CH:7]=[C:8](B(O)O)[CH:9]=[CH:10][C:11]=1F)#[N:5].[CH3:16][N:17]1[CH:21]=[CH:20][N:19]=[C:18]1[SH:22].O.[NH2:24][NH2:25], predict the reaction product. The product is: [CH3:16][N:17]1[CH:21]=[CH:20][N:19]=[C:18]1[S:22][C:8]1[CH:7]=[C:6]2[C:11](=[CH:10][CH:9]=1)[NH:25][N:24]=[C:4]2[NH2:5]. (5) The product is: [F:15][C:9]1[CH:10]=[C:11]([CH3:14])[CH:12]=[CH:13][C:8]=1[C:6]1[CH:7]=[C:2]([CH:20]=[CH2:21])[CH:3]=[C:4]([C:16]([O:18][CH3:19])=[O:17])[CH:5]=1. Given the reactants Br[C:2]1[CH:3]=[C:4]([C:16]([O:18][CH3:19])=[O:17])[CH:5]=[C:6]([C:8]2[CH:13]=[CH:12][C:11]([CH3:14])=[CH:10][C:9]=2[F:15])[CH:7]=1.[CH3:20][CH2:21]N(CC)CC, predict the reaction product. (6) Given the reactants [CH2:1](O)[CH3:2].Br[C:5]1[N:9]2[CH:10]=[C:11]([N:22]([CH2:30][CH:31]3[CH2:36][CH2:35][CH2:34][CH2:33][CH2:32]3)[C:23](=[O:29])[O:24][C:25]([CH3:28])([CH3:27])[CH3:26])[N:12]=[C:13]([NH:14][CH2:15][CH:16]3[CH2:21][CH2:20][O:19][CH2:18][CH2:17]3)[C:8]2=[N:7][CH:6]=1.C1(N[C:41]([C:43]2[CH:48]=[CH:47][C:46](B3OC(C)(C)C(C)(C)O3)=[CH:45][CH:44]=2)=[O:42])CC1.[C:58](=O)([O-])O.[Na+], predict the reaction product. The product is: [CH:31]1([CH2:30][N:22]([C:11]2[N:12]=[C:13]([NH:14][CH2:15][CH:16]3[CH2:21][CH2:20][O:19][CH2:18][CH2:17]3)[C:8]3[N:9]([C:5]([C:46]4[CH:45]=[CH:44][C:43]([C:41]([CH:2]5[CH2:1][CH2:58]5)=[O:42])=[CH:48][CH:47]=4)=[CH:6][N:7]=3)[CH:10]=2)[C:23](=[O:29])[O:24][C:25]([CH3:27])([CH3:26])[CH3:28])[CH2:36][CH2:35][CH2:34][CH2:33][CH2:32]1. (7) The product is: [Si:15]([O:8][CH2:7][C:6]1[CH:9]=[CH:10][C:3]([CH:2]=[O:1])=[CH:4][CH:5]=1)([C:12]([CH3:14])([CH3:13])[CH3:11])([CH3:17])[CH3:16]. Given the reactants [OH:1][CH2:2][C:3]1[CH:10]=[CH:9][C:6]([CH:7]=[O:8])=[CH:5][CH:4]=1.[CH3:11][C:12]([Si:15](Cl)([CH3:17])[CH3:16])([CH3:14])[CH3:13].N1C=CN=C1, predict the reaction product.